From a dataset of Peptide-MHC class I binding affinity with 185,985 pairs from IEDB/IMGT. Regression. Given a peptide amino acid sequence and an MHC pseudo amino acid sequence, predict their binding affinity value. This is MHC class I binding data. (1) The peptide sequence is YYLEKANKI. The MHC is HLA-B15:09 with pseudo-sequence HLA-B15:09. The binding affinity (normalized) is 0.0847. (2) The peptide sequence is HQKKNEISF. The MHC is HLA-A02:06 with pseudo-sequence HLA-A02:06. The binding affinity (normalized) is 0. (3) The peptide sequence is LPNTLVFQA. The MHC is HLA-B51:01 with pseudo-sequence HLA-B51:01. The binding affinity (normalized) is 0.224. (4) The peptide sequence is ATLRLPEDI. The MHC is HLA-A01:01 with pseudo-sequence HLA-A01:01. The binding affinity (normalized) is 0.118. (5) The peptide sequence is IAILLLSVY. The MHC is Mamu-B52 with pseudo-sequence Mamu-B52. The binding affinity (normalized) is 0. (6) The peptide sequence is FQPGNGQFI. The MHC is H-2-Db with pseudo-sequence H-2-Db. The binding affinity (normalized) is 0.355. (7) The peptide sequence is HSTYFPCF. The MHC is Mamu-A01 with pseudo-sequence Mamu-A01. The binding affinity (normalized) is 0.254.